From a dataset of Forward reaction prediction with 1.9M reactions from USPTO patents (1976-2016). Predict the product of the given reaction. (1) Given the reactants [H-].[Na+].[Br:3][C:4]1[CH:12]=[C:11]2[C:7]([CH:8]=[C:9]([CH:13]=[O:14])[NH:10]2)=[CH:6][CH:5]=1.[CH3:15]I, predict the reaction product. The product is: [Br:3][C:4]1[CH:12]=[C:11]2[C:7]([CH:8]=[C:9]([CH:13]=[O:14])[N:10]2[CH3:15])=[CH:6][CH:5]=1. (2) Given the reactants [F:1][C:2]1[CH:7]=[CH:6][C:5]([O:8][CH3:9])=[CH:4][C:3]=1[C:10]1[CH:15]=[CH:14][C:13]([C:16]([O:18][CH3:19])=[O:17])=[CH:12][C:11]=1I.CN(C=O)C.[CH3:26][C:27]1([CH3:42])[C:32](B2OC(C)(C)C(C)(C)O2)=[CH:31][CH2:30][CH2:29][CH2:28]1.C(=O)([O-])[O-].[K+].[K+], predict the reaction product. The product is: [CH3:26][C:27]1([CH3:42])[C:28]([C:11]2[CH:12]=[C:13]([C:16]([O:18][CH3:19])=[O:17])[CH:14]=[CH:15][C:10]=2[C:3]2[CH:4]=[C:5]([O:8][CH3:9])[CH:6]=[CH:7][C:2]=2[F:1])=[CH:29][CH2:30][CH2:31][CH2:32]1. (3) Given the reactants [F:1][C:2]([F:24])([C:18]1[CH:23]=[CH:22][CH:21]=[CH:20][CH:19]=1)[CH2:3][N:4]1[CH:8]=[C:7]([C:9]2[S:10][C:11]([C:15](O)=[O:16])=[C:12]([CH3:14])[N:13]=2)[N:6]=[N:5]1.Cl.CN(C)CCCN=C=NCC.C(N(CC)C(C)C)(C)C.ON1C2C=CC=CC=2N=N1.[NH2:56][CH2:57][C:58]1[CH:59]=[N:60][CH:61]=[CH:62][CH:63]=1, predict the reaction product. The product is: [F:1][C:2]([F:24])([C:18]1[CH:23]=[CH:22][CH:21]=[CH:20][CH:19]=1)[CH2:3][N:4]1[CH:8]=[C:7]([C:9]2[S:10][C:11]([C:15]([NH:56][CH2:57][C:58]3[CH:59]=[N:60][CH:61]=[CH:62][CH:63]=3)=[O:16])=[C:12]([CH3:14])[N:13]=2)[N:6]=[N:5]1. (4) Given the reactants [CH3:1][O:2][C:3]1[C:4]([I:14])=[C:5]([C:9]([I:13])=[CH:10][C:11]=1[I:12])[C:6]([OH:8])=[O:7].[Si](C=[N+]=[N-])(C)(C)[CH3:16].N#N, predict the reaction product. The product is: [CH3:1][O:2][C:3]1[C:4]([I:14])=[C:5]([C:9]([I:13])=[CH:10][C:11]=1[I:12])[C:6]([O:8][CH3:16])=[O:7]. (5) Given the reactants [CH3:1][O:2][C:3]1[CH:8]=[CH:7][CH:6]=[CH:5][C:4]=1[CH:9]=[C:10]([CH3:12])[CH3:11], predict the reaction product. The product is: [CH2:9]([C:4]1[CH:5]=[CH:6][CH:7]=[CH:8][C:3]=1[O:2][CH3:1])[CH:10]([CH3:12])[CH3:11]. (6) The product is: [Cl:1][C:2]1[CH:3]=[CH:4][C:5]([C:23]#[N:24])=[C:6]([C:8]2[C:13]([O:14][CH3:15])=[CH:12][N:11]([CH:16]([CH2:20][CH3:21])[C:17]([NH:34][C:32]3[CH:31]=[CH:30][C:29]4[N:28]([CH:27]=[CH:26][N:25]=4)[CH:33]=3)=[O:18])[C:10](=[O:22])[CH:9]=2)[CH:7]=1. Given the reactants [Cl:1][C:2]1[CH:3]=[CH:4][C:5]([C:23]#[N:24])=[C:6]([C:8]2[C:13]([O:14][CH3:15])=[CH:12][N:11]([CH:16]([CH2:20][CH3:21])[C:17](O)=[O:18])[C:10](=[O:22])[CH:9]=2)[CH:7]=1.[N:25]1[CH:26]=[CH:27][N:28]2[CH:33]=[C:32]([NH2:34])[CH:31]=[CH:30][C:29]=12, predict the reaction product. (7) Given the reactants [CH2:1]([O:3][C:4]1[CH:5]=[C:6]([CH:18]=[CH:19][C:20]([O:22][CH2:23][CH3:24])=[O:21])[CH:7]=[CH:8][C:9]=1[O:10]CC1C=CC=CC=1)[CH3:2].Cl.C(O)C, predict the reaction product. The product is: [OH:10][C:9]1[CH:8]=[CH:7][C:6]([CH2:18][CH2:19][C:20]([O:22][CH2:23][CH3:24])=[O:21])=[CH:5][C:4]=1[O:3][CH2:1][CH3:2].